From a dataset of Catalyst prediction with 721,799 reactions and 888 catalyst types from USPTO. Predict which catalyst facilitates the given reaction. Reactant: Cl.[CH2:2]([NH:9][CH2:10][CH2:11][CH:12]([C:24]1[CH:29]=[CH:28][C:27]([NH:30][C:31]([O:33][CH3:34])=[O:32])=[CH:26][CH:25]=1)[C:13]1[CH:18]=[CH:17][C:16]([NH:19][C:20]([O:22][CH3:23])=[O:21])=[CH:15][CH:14]=1)[C:3]1[CH:8]=[CH:7][CH:6]=[CH:5][CH:4]=1.[C:35](O[C:35]([O:37][C:38]([CH3:41])([CH3:40])[CH3:39])=[O:36])([O:37][C:38]([CH3:41])([CH3:40])[CH3:39])=[O:36]. The catalyst class is: 758. Product: [CH2:2]([N:9]([CH2:10][CH2:11][CH:12]([C:24]1[CH:29]=[CH:28][C:27]([NH:30][C:31]([O:33][CH3:34])=[O:32])=[CH:26][CH:25]=1)[C:13]1[CH:18]=[CH:17][C:16]([NH:19][C:20]([O:22][CH3:23])=[O:21])=[CH:15][CH:14]=1)[C:35]([O:37][C:38]([CH3:41])([CH3:40])[CH3:39])=[O:36])[C:3]1[CH:4]=[CH:5][CH:6]=[CH:7][CH:8]=1.